From a dataset of Peptide-MHC class II binding affinity with 134,281 pairs from IEDB. Regression. Given a peptide amino acid sequence and an MHC pseudo amino acid sequence, predict their binding affinity value. This is MHC class II binding data. The peptide sequence is PTPVNIIGRNMLTQIGC. The MHC is HLA-DQA10301-DQB10302 with pseudo-sequence HLA-DQA10301-DQB10302. The binding affinity (normalized) is 0.